Dataset: Forward reaction prediction with 1.9M reactions from USPTO patents (1976-2016). Task: Predict the product of the given reaction. (1) Given the reactants C[O:2][C:3]([N:5]1[CH2:9][CH:8]([C:10]2[C:18]3[C:13](=[CH:14][C:15]([F:19])=[CH:16][CH:17]=3)[NH:12][CH:11]=2)[CH:7]2[N:20]([C:23](=[O:39])[CH:24]([NH:31][C:32]([O:34][C:35]([CH3:38])([CH3:37])[CH3:36])=[O:33])[CH:25]3[CH2:30][CH2:29][CH2:28][CH2:27][CH2:26]3)[CH2:21][CH2:22][CH:6]12)=O.[C:40]1([CH2:46]C(Cl)=O)[CH:45]=[CH:44][CH:43]=[CH:42][CH:41]=1, predict the reaction product. The product is: [C:35]([O:34][C:32](=[O:33])[NH:31][CH:24]([CH:25]1[CH2:30][CH2:29][CH2:28][CH2:27][CH2:26]1)[C:23]([N:20]1[CH2:21][CH2:22][CH:6]2[N:5]([C:3](=[O:2])[CH2:46][C:40]3[CH:45]=[CH:44][CH:43]=[CH:42][CH:41]=3)[CH2:9][CH:8]([C:10]3[C:18]4[C:13](=[CH:14][C:15]([F:19])=[CH:16][CH:17]=4)[NH:12][CH:11]=3)[CH:7]12)=[O:39])([CH3:38])([CH3:37])[CH3:36]. (2) Given the reactants [NH2:1][C@@H:2]([CH3:21])[CH2:3][N:4]1[CH:8]=[CH:7][C:6]([C:9]2[CH:16]=[CH:15][C:12]([C:13]#[N:14])=[C:11]([C:17]([F:20])([F:19])[F:18])[CH:10]=2)=[N:5]1.[C:22]([C:25]1[CH:29]=[C:28]([C:30](O)=[O:31])[NH:27][N:26]=1)(=[O:24])[CH3:23], predict the reaction product. The product is: [C:22]([C:25]1[CH:29]=[C:28]([C:30]([NH:1][C@@H:2]([CH3:21])[CH2:3][N:4]2[CH:8]=[CH:7][C:6]([C:9]3[CH:16]=[CH:15][C:12]([C:13]#[N:14])=[C:11]([C:17]([F:20])([F:19])[F:18])[CH:10]=3)=[N:5]2)=[O:31])[NH:27][N:26]=1)(=[O:24])[CH3:23]. (3) The product is: [CH3:24][O:23][C:13]1[CH:12]=[C:11]([NH:10][C:4]2[N:5]=[C:6]([O:8][CH3:9])[N:7]=[C:2]([O:34][C:28]3[CH:27]=[C:26]([F:25])[C:31]([F:32])=[C:30]([F:33])[CH:29]=3)[N:3]=2)[CH:16]=[CH:15][C:14]=1[N:17]1[CH:21]=[C:20]([CH3:22])[N:19]=[CH:18]1. Given the reactants Cl[C:2]1[N:7]=[C:6]([O:8][CH3:9])[N:5]=[C:4]([NH:10][C:11]2[CH:16]=[CH:15][C:14]([N:17]3[CH:21]=[C:20]([CH3:22])[N:19]=[CH:18]3)=[C:13]([O:23][CH3:24])[CH:12]=2)[N:3]=1.[F:25][C:26]1[CH:27]=[C:28]([OH:34])[CH:29]=[C:30]([F:33])[C:31]=1[F:32], predict the reaction product. (4) Given the reactants [CH:1]1([C:4]2[CH:5]=[C:6]([O:17]C)[CH:7]=[C:8]3[C:13]=2[C:12](=[O:14])[CH2:11][CH2:10][C:9]3(C)C)[CH2:3][CH2:2]1.[C-]#N.[Na+].C#N.Cl, predict the reaction product. The product is: [CH:1]1([C:4]2[CH:5]=[C:6]([OH:17])[CH:7]=[C:8]3[C:13]=2[C:12](=[O:14])[CH2:11][CH2:10][CH2:9]3)[CH2:2][CH2:3]1.